Predict the reaction yield, written as a fraction of the theoretical maximum amount of product (1.0 means a 100% yield; for example, 0.34 means a 34% yield). From a dataset of Reaction yield outcomes from USPTO patents with 853,638 reactions. (1) The reactants are [CH:1]1([N:6]2[C:10]3[N:11]=[C:12]([NH2:15])[N:13]=[CH:14][C:9]=3[C:8]3[CH:16]=[CH:17][N:18]=[C:19]([F:20])[C:7]2=3)[CH2:5][CH2:4][CH2:3][CH2:2]1.[Si:21]([O:28][C@@H:29]1[CH2:33][CH2:32][N:31]([C:34]2[CH:35]=[CH:36][C:37](Cl)=[N:38][CH:39]=2)[CH2:30]1)([C:24]([CH3:27])([CH3:26])[CH3:25])([CH3:23])[CH3:22].C1(P(C2C=CC=CC=2)C2C3OC4C(=CC=CC=4P(C4C=CC=CC=4)C4C=CC=CC=4)C(C)(C)C=3C=CC=2)C=CC=CC=1.CC(C)([O-])C.[Na+]. The catalyst is C1C=CC(/C=C/C(/C=C/C2C=CC=CC=2)=O)=CC=1.C1C=CC(/C=C/C(/C=C/C2C=CC=CC=2)=O)=CC=1.C1C=CC(/C=C/C(/C=C/C2C=CC=CC=2)=O)=CC=1.[Pd].[Pd].C(OCC)(=O)C.O1CCOCC1. The product is [Si:21]([O:28][C@@H:29]1[CH2:33][CH2:32][N:31]([C:34]2[CH:35]=[CH:36][C:37]([NH:15][C:12]3[N:13]=[CH:14][C:9]4[C:8]5[CH:16]=[CH:17][N:18]=[C:19]([F:20])[C:7]=5[N:6]([CH:1]5[CH2:2][CH2:3][CH2:4][CH2:5]5)[C:10]=4[N:11]=3)=[N:38][CH:39]=2)[CH2:30]1)([C:24]([CH3:27])([CH3:25])[CH3:26])([CH3:23])[CH3:22]. The yield is 0.390. (2) The reactants are [C:1]([O:5][C:6]([NH:8][C@@H:9]([C@@H:35]([O:46][Si](C(C)(C)C)(C)C)[C:36]1[CH:41]=[CH:40][C:39]([C:42]([F:45])([F:44])[F:43])=[CH:38][CH:37]=1)[CH2:10][N:11]([C:19]1[S:20][C:21]([C:24]2[CH:25]=[C:26]3[C:31](=[CH:32][CH:33]=2)[CH:30]=[N:29][C:28]([F:34])=[CH:27]3)=[CH:22][N:23]=1)[C:12](=[O:18])[O:13][C:14]([CH3:17])([CH3:16])[CH3:15])=[O:7])([CH3:4])([CH3:3])[CH3:2].C1COCC1.[F-].C([N+](CCCC)(CCCC)CCCC)CCC. The catalyst is O. The product is [C:1]([O:5][C:6]([NH:8][C@@H:9]([C@@H:35]([OH:46])[C:36]1[CH:41]=[CH:40][C:39]([C:42]([F:43])([F:44])[F:45])=[CH:38][CH:37]=1)[CH2:10][N:11]([C:19]1[S:20][C:21]([C:24]2[CH:25]=[C:26]3[C:31](=[CH:32][CH:33]=2)[CH:30]=[N:29][C:28]([F:34])=[CH:27]3)=[CH:22][N:23]=1)[C:12](=[O:18])[O:13][C:14]([CH3:17])([CH3:16])[CH3:15])=[O:7])([CH3:2])([CH3:3])[CH3:4]. The yield is 0.380. (3) The reactants are [NH:1]1[CH2:6][CH2:5][O:4][CH2:3][CH2:2]1.Br[CH2:8][CH2:9][CH2:10][Cl:11]. The catalyst is C1(C)C=CC=CC=1. The product is [Cl:11][CH2:10][CH2:9][CH2:8][N:1]1[CH2:6][CH2:5][O:4][CH2:3][CH2:2]1. The yield is 0.680. (4) The reactants are [CH3:1][N:2]([CH3:20])[CH2:3][CH2:4][CH2:5][O:6][C:7]1[CH:12]=[CH:11][C:10]([NH2:13])=[CH:9][C:8]=1[C:14]1[N:15]([CH3:19])[N:16]=[CH:17][CH:18]=1.[F:21][C:22]1[CH:27]=[CH:26][C:25]([CH3:28])=[CH:24][C:23]=1[N:29]=[C:30]=[O:31]. The catalyst is C(Cl)Cl. The product is [CH3:20][N:2]([CH3:1])[CH2:3][CH2:4][CH2:5][O:6][C:7]1[CH:12]=[CH:11][C:10]([NH:13][C:30]([NH:29][C:23]2[CH:24]=[C:25]([CH3:28])[CH:26]=[CH:27][C:22]=2[F:21])=[O:31])=[CH:9][C:8]=1[C:14]1[N:15]([CH3:19])[N:16]=[CH:17][CH:18]=1. The yield is 0.780. (5) The reactants are [CH3:1][C:2]1[CH:3]=[C:4]([CH:26]=O)[N:5]2[C:10]3[CH:11]=[CH:12][CH:13]=[CH:14][C:9]=3[O:8][C:7]3([CH2:19][CH2:18][N:17]([C:20](=[O:25])[C:21]([F:24])([F:23])[F:22])[CH2:16][CH2:15]3)[C:6]=12.Cl.[NH2:29]O.C([O-])(=O)C.[Na+].CC(OC(C)=O)=O.C([O-])(O)=O.[Na+]. The catalyst is C(O)C.O. The product is [CH3:1][C:2]1[CH:3]=[C:4]([C:26]#[N:29])[N:5]2[C:6]=1[C:7]1([CH2:15][CH2:16][N:17]([C:20](=[O:25])[C:21]([F:24])([F:22])[F:23])[CH2:18][CH2:19]1)[O:8][C:9]1[CH:14]=[CH:13][CH:12]=[CH:11][C:10]2=1. The yield is 0.400. (6) The reactants are [Br:1][C:2]1[CH:3]=[N:4][C:5]([N:11]([CH3:13])[CH3:12])=[C:6]([CH:10]=1)[C:7]([OH:9])=O.CCN(C(C)C)C(C)C.CN(C(ON1N=[N:38][C:33]2[CH:34]=C[CH:36]=[CH:37][C:32]1=2)=[N+](C)C)C.[B-](F)(F)(F)F.Cl.C12(N)CC(C1)C2. The catalyst is C(Cl)Cl. The product is [C:33]12([NH:38][C:7](=[O:9])[C:6]3[CH:10]=[C:2]([Br:1])[CH:3]=[N:4][C:5]=3[N:11]([CH3:13])[CH3:12])[CH2:32][CH:37]([CH2:34]1)[CH2:36]2. The yield is 0.770. (7) The reactants are C([O:5][C:6]([CH:8]1[CH:12]([C:13]2[CH:18]=[CH:17][CH:16]=[C:15]([Cl:19])[CH:14]=2)[C:11]([C:22]2[CH:27]=[CH:26][C:25]([Cl:28])=[CH:24][CH:23]=2)([C:20]#[N:21])[CH:10]([CH:29]([CH2:32][CH3:33])[CH2:30][CH3:31])[NH:9]1)=[O:7])(C)(C)C.[F:34][C:35]([F:40])([F:39])[C:36]([OH:38])=[O:37]. The catalyst is ClCCl. The product is [F:34][C:35]([F:40])([F:39])[C:36]([OH:38])=[O:37].[Cl:19][C:15]1[CH:14]=[C:13]([CH:12]2[C:11]([C:22]3[CH:27]=[CH:26][C:25]([Cl:28])=[CH:24][CH:23]=3)([C:20]#[N:21])[CH:10]([CH:29]([CH2:30][CH3:31])[CH2:32][CH3:33])[NH:9][CH:8]2[C:6]([OH:7])=[O:5])[CH:18]=[CH:17][CH:16]=1. The yield is 0.980. (8) The reactants are Cl[C:2]1[CH:3]=[CH:4][N:5]2[C:10]([C:11]=1[CH3:12])=[C:9]([CH:13]1[CH2:15][CH2:14]1)[CH:8]=[C:7]([C:16]([O:18][CH3:19])=[O:17])[C:6]2=[O:20].[F:21][C:22]1[CH:28]=[CH:27][C:26](B2OC(C)(C)C(C)(C)O2)=[CH:25][C:23]=1[NH2:24]. No catalyst specified. The product is [NH2:24][C:23]1[CH:25]=[C:26]([C:2]2[CH:3]=[CH:4][N:5]3[C:10]([C:11]=2[CH3:12])=[C:9]([CH:13]2[CH2:15][CH2:14]2)[CH:8]=[C:7]([C:16]([O:18][CH3:19])=[O:17])[C:6]3=[O:20])[CH:27]=[CH:28][C:22]=1[F:21]. The yield is 0.980.